Dataset: Catalyst prediction with 721,799 reactions and 888 catalyst types from USPTO. Task: Predict which catalyst facilitates the given reaction. (1) Reactant: CC1(C)C(C)(C)OB([C:9]2[O:10][C:11]([CH3:14])=[CH:12][CH:13]=2)O1.Cl[C:17]1[CH:22]=[CH:21][C:20]([C:23]2[C:32]3[C:27](=[CH:28][C:29]([S:33]([NH:36][C:37]4[CH:42]=[CH:41][N:40]=[CH:39][N:38]=4)(=[O:35])=[O:34])=[CH:30][CH:31]=3)[CH:26]=[CH:25][N:24]=2)=[C:19]([O:43][CH3:44])[CH:18]=1.P([O-])([O-])([O-])=O.[K+].[K+].[K+].O1CCOCC1. Product: [CH3:44][O:43][C:19]1[CH:18]=[C:17]([C:9]2[O:10][C:11]([CH3:14])=[CH:12][CH:13]=2)[CH:22]=[CH:21][C:20]=1[C:23]1[C:32]2[C:27](=[CH:28][C:29]([S:33]([NH:36][C:37]3[CH:42]=[CH:41][N:40]=[CH:39][N:38]=3)(=[O:34])=[O:35])=[CH:30][CH:31]=2)[CH:26]=[CH:25][N:24]=1. The catalyst class is: 6. (2) Reactant: [CH2:1]([C:4]1[C:5](=[O:10])[NH:6][CH:7]=[CH:8][CH:9]=1)[CH2:2][CH3:3].CC(C)([O-])C.[K+].F[C:18]1[CH:23]=[CH:22][C:21]([N+:24]([O-:26])=[O:25])=[CH:20][C:19]=1[O:27][CH3:28].O. Product: [CH3:28][O:27][C:19]1[CH:20]=[C:21]([N+:24]([O-:26])=[O:25])[CH:22]=[CH:23][C:18]=1[N:6]1[CH:7]=[CH:8][CH:9]=[C:4]([CH2:1][CH2:2][CH3:3])[C:5]1=[O:10]. The catalyst class is: 3. (3) Reactant: C1CO[CH:20]2[CH:3]([CH2:4][C:5]3[C@H:18]([CH2:19]2)[C@@H:17]2[C@H:8]([C@H:9]4[C@@:13]([CH2:15][C@@H:16]2[F:23])([CH3:14])[C@@H:12]([OH:24])[CH2:11][CH2:10]4)[C@H:7]([CH3:25])[CH:6]=3)[O:2]1.C(O)(=O)C(O)=O.O.C(=O)(O)[O-].[Na+]. Product: [F:23][C@H:16]1[CH2:15][C@@:13]2([CH3:14])[C@@H:9]([CH2:10][CH2:11][C@@H:12]2[OH:24])[C@H:8]2[C@H:17]1[C:18]1[CH2:19][CH2:20][C:3](=[O:2])[CH2:4][C:5]=1[CH2:6][C@H:7]2[CH3:25]. The catalyst class is: 5.